This data is from Catalyst prediction with 721,799 reactions and 888 catalyst types from USPTO. The task is: Predict which catalyst facilitates the given reaction. (1) Reactant: Cl[C:2]1[N:7]=[C:6]([C:8]2[N:12]3[CH:13]=[CH:14][CH:15]=[CH:16][C:11]3=[N:10][C:9]=2[C:17]2[CH:18]=[CH:19][C:20]([O:34][CH:35]([CH3:37])[CH3:36])=[C:21]([CH:33]=2)[C:22]([NH:24][C:25]2[C:30]([F:31])=[CH:29][CH:28]=[CH:27][C:26]=2[F:32])=[O:23])[CH:5]=[CH:4][N:3]=1.[CH3:38][O:39][C:40]1[CH:46]=[C:45]([N:47]2[CH2:52][CH2:51][CH:50]([N:53]3[CH2:58][CH2:57][N:56]([S:59]([CH3:62])(=[O:61])=[O:60])[CH2:55][CH2:54]3)[CH2:49][CH2:48]2)[CH:44]=[CH:43][C:41]=1[NH2:42].C1(C)C=CC(S(O)(=O)=O)=CC=1. Product: [F:32][C:26]1[CH:27]=[CH:28][CH:29]=[C:30]([F:31])[C:25]=1[NH:24][C:22](=[O:23])[C:21]1[CH:33]=[C:17]([C:9]2[N:10]=[C:11]3[CH:16]=[CH:15][CH:14]=[CH:13][N:12]3[C:8]=2[C:6]2[CH:5]=[CH:4][N:3]=[C:2]([NH:42][C:41]3[CH:43]=[CH:44][C:45]([N:47]4[CH2:52][CH2:51][CH:50]([N:53]5[CH2:58][CH2:57][N:56]([S:59]([CH3:62])(=[O:61])=[O:60])[CH2:55][CH2:54]5)[CH2:49][CH2:48]4)=[CH:46][C:40]=3[O:39][CH3:38])[N:7]=2)[CH:18]=[CH:19][C:20]=1[O:34][CH:35]([CH3:37])[CH3:36]. The catalyst class is: 41. (2) Reactant: [N:1]1([C:7](=[S:9])[NH2:8])[CH2:6][CH2:5][O:4][CH2:3][CH2:2]1.Br[CH:11]([CH3:18])[C:12](=O)[C:13]([O:15][CH3:16])=[O:14]. Product: [CH3:18][C:11]1[S:9][C:7]([N:1]2[CH2:6][CH2:5][O:4][CH2:3][CH2:2]2)=[N:8][C:12]=1[C:13]([O:15][CH3:16])=[O:14]. The catalyst class is: 5. (3) Reactant: [ClH:1].[F:2][C:3]([F:29])([F:28])[C:4]1[CH:9]=[CH:8][C:7]([C@:10]23[CH2:15][C@H:14]2[CH2:13][N:12]([CH2:16][CH2:17][CH2:18][CH2:19][N:20]2[CH:25]=[CH:24][C:23](=O)[NH:22][C:21]2=[O:27])[CH2:11]3)=[CH:6][CH:5]=1.COC1C=CC(P2(SP(C3C=CC(OC)=CC=3)(=S)S2)=[S:39])=CC=1. Product: [ClH:1].[S:39]=[C:23]1[CH:24]=[CH:25][N:20]([CH2:19][CH2:18][CH2:17][CH2:16][N:12]2[CH2:13][C@H:14]3[C@:10]([C:7]4[CH:8]=[CH:9][C:4]([C:3]([F:29])([F:28])[F:2])=[CH:5][CH:6]=4)([CH2:15]3)[CH2:11]2)[C:21](=[O:27])[NH:22]1. The catalyst class is: 57. (4) The catalyst class is: 63. Reactant: [N:1]1[N:2]2[CH:8]([C:9]([O:11]CC3C=CC=CC=3)=[O:10])[CH2:7][CH2:6][C:3]2=[CH:4][CH:5]=1.[H][H]. Product: [N:1]1[N:2]2[CH:8]([C:9]([OH:11])=[O:10])[CH2:7][CH2:6][C:3]2=[CH:4][CH:5]=1. (5) Reactant: [CH2:1]1[C@H:5]([N:6]2[C:11](=[O:12])[N:10]=[C:9]([NH2:13])[CH:8]=[CH:7]2)[O:4][C@H:3]([CH2:14][O:15][P:16]([OH:19])([OH:18])=[O:17])[C@H:2]1[O:20][P:21]([O:24][CH2:25][C@H:26]1[O:30][C@@H:29]([N:31]2[C:35]3[N:36]=[CH:37][N:38]=[C:39]([NH2:40])[C:34]=3[N:33]=[CH:32]2)[C@H:28]([OH:41])[C@@H:27]1[OH:42])([OH:23])=[O:22].[C:43]([S:47][S:48][C:49]([N:51]([CH3:66])[C@@H:52]([CH2:59][S:60][S:61][C:62]([CH3:65])([CH3:64])[CH3:63])[C:53](OCC#N)=[O:54])=[O:50])([CH3:46])([CH3:45])[CH3:44].FC(F)(F)C(O)=O. Product: [C:43]([S:47][S:48][C:49]([N:51]([CH3:66])[C@@H:52]([CH2:59][S:60][S:61][C:62]([CH3:65])([CH3:64])[CH3:63])[C:53]([O:42][C@H:27]1[C@@H:28]([OH:41])[C@H:29]([N:31]2[CH:32]=[N:33][C:34]3[C:35]2=[N:36][CH:37]=[N:38][C:39]=3[NH2:40])[O:30][C@@H:26]1[CH2:25][O:24][P:21]([O:20][C@H:2]1[CH2:1][C@H:5]([N:6]2[CH:7]=[CH:8][C:9]([NH2:13])=[N:10][C:11]2=[O:12])[O:4][C@@H:3]1[CH2:14][O:15][P:16]([OH:18])([OH:19])=[O:17])([OH:23])=[O:22])=[O:54])=[O:50])([CH3:46])([CH3:45])[CH3:44]. The catalyst class is: 132. (6) The catalyst class is: 13. Reactant: C(OC([N:8]=[C:9]1[N:13]([CH2:14][C:15]([O:17][CH2:18][CH3:19])=[O:16])[C:12]2[CH:20]=[CH:21][CH:22]=[CH:23][C:11]=2[S:10]1)=O)(C)(C)C.Cl. Product: [NH:8]=[C:9]1[N:13]([CH2:14][C:15]([O:17][CH2:18][CH3:19])=[O:16])[C:12]2[CH:20]=[CH:21][CH:22]=[CH:23][C:11]=2[S:10]1. (7) Reactant: C(OC([N:8]1[C:12]2[CH:13]=[CH:14][CH:15]=[CH:16][C:11]=2[N:10]=[C:9]1[CH2:17][N:18]([CH2:31][CH2:32][CH2:33][CH2:34][N:35]1C(=O)C2C(=CC=CC=2)C1=O)[CH:19]1[C:28]2[N:27]=[CH:26][CH:25]=[C:24]([O:29][CH3:30])[C:23]=2[CH2:22][CH2:21][CH2:20]1)=O)(C)(C)C.O.NN. Product: [NH:8]1[C:12]2[CH:13]=[CH:14][CH:15]=[CH:16][C:11]=2[N:10]=[C:9]1[CH2:17][N:18]([CH:19]1[C:28]2[N:27]=[CH:26][CH:25]=[C:24]([O:29][CH3:30])[C:23]=2[CH2:22][CH2:21][CH2:20]1)[CH2:31][CH2:32][CH2:33][CH2:34][NH2:35]. The catalyst class is: 8. (8) Reactant: [CH3:1][O:2][C:3](=[O:27])[C:4]1[CH:9]=[C:8]([O:10][CH3:11])[CH:7]=[CH:6][C:5]=1[NH:12][C:13]1[N:17]([C:18]2[CH:23]=[CH:22][CH:21]=[CH:20][C:19]=2[CH3:24])[N:16]=[C:15]([CH3:25])[C:14]=1Br.CC1(C)C(C)(C)OB([C:36]2[CH:37]=[CH:38][C:39]3[N:40]([N:42]=[CH:43][N:44]=3)[CH:41]=2)O1.C(=O)([O-])[O-].[Na+].[Na+].O. Product: [CH3:1][O:2][C:3](=[O:27])[C:4]1[CH:9]=[C:8]([O:10][CH3:11])[CH:7]=[CH:6][C:5]=1[NH:12][C:13]1[N:17]([C:18]2[CH:23]=[CH:22][CH:21]=[CH:20][C:19]=2[CH3:24])[N:16]=[C:15]([CH3:25])[C:14]=1[C:36]1[CH:37]=[CH:38][C:39]2[N:40]([N:42]=[CH:43][N:44]=2)[CH:41]=1. The catalyst class is: 427. (9) Reactant: [N+:1]([C:4]1[CH:5]=[C:6]([CH:15]=[CH:16][CH:17]=1)[O:7][C:8]1[CH:9]=[CH:10][C:11]([NH2:14])=[N:12][CH:13]=1)([O-:3])=[O:2].[C:18]1([CH3:28])[CH:23]=[CH:22][C:21]([S:24](Cl)(=[O:26])=[O:25])=[CH:20][CH:19]=1.N1C=CC=CC=1. Product: [CH3:28][C:18]1[CH:23]=[CH:22][C:21]([S:24]([NH:14][C:11]2[CH:10]=[CH:9][C:8]([O:7][C:6]3[CH:15]=[CH:16][CH:17]=[C:4]([N+:1]([O-:3])=[O:2])[CH:5]=3)=[CH:13][N:12]=2)(=[O:26])=[O:25])=[CH:20][CH:19]=1. The catalyst class is: 6. (10) Reactant: [OH:1][CH:2]([C:22]1([C:25]2[CH:30]=[CH:29][CH:28]=[CH:27][CH:26]=2)[CH2:24][CH2:23]1)/[CH:3]=[CH:4]/[C@H:5]1[CH2:9][CH2:8][C:7](=[O:10])[N:6]1[CH2:11][CH2:12][CH2:13][CH2:14][CH2:15][CH2:16][C:17]([O:19]CC)=[O:18].[Li+].[OH-]. Product: [OH:1][CH:2]([C:22]1([C:25]2[CH:26]=[CH:27][CH:28]=[CH:29][CH:30]=2)[CH2:23][CH2:24]1)/[CH:3]=[CH:4]/[C@H:5]1[CH2:9][CH2:8][C:7](=[O:10])[N:6]1[CH2:11][CH2:12][CH2:13][CH2:14][CH2:15][CH2:16][C:17]([OH:19])=[O:18]. The catalyst class is: 92.